From a dataset of Full USPTO retrosynthesis dataset with 1.9M reactions from patents (1976-2016). Predict the reactants needed to synthesize the given product. (1) Given the product [Br:20][C:21]1[CH:22]=[C:23]2[C:27](=[C:28]([C:30]([O:32][CH3:33])=[O:31])[CH:29]=1)[NH:26][CH:25]=[C:24]2[CH:16]1[CH2:17][CH2:18][S:13][CH2:14][CH2:15]1, predict the reactants needed to synthesize it. The reactants are: [Si](OS(C(F)(F)F)(=O)=O)(C)(C)C.[S:13]1[CH2:18][CH2:17][C:16](=O)[CH2:15][CH2:14]1.[Br:20][C:21]1[CH:22]=[C:23]2[C:27](=[C:28]([C:30]([O:32][CH2:33]C)=[O:31])[CH:29]=1)[NH:26][CH:25]=[CH:24]2.C([SiH](CC)CC)C.C([O-])([O-])=O.[Na+].[Na+]. (2) Given the product [NH2:10][CH2:9][CH:8]([C:7]1[C:2]([F:1])=[C:3]([NH:27][C:28](=[O:37])[O:29][CH2:30][C:31]2[CH:36]=[CH:35][CH:34]=[CH:33][CH:32]=2)[CH:4]=[CH:5][CH:6]=1)[C:13]1[C:21]2[C:16](=[CH:17][C:18]([O:22][CH2:23][CH2:24][O:25][CH3:26])=[CH:19][CH:20]=2)[NH:15][CH:14]=1, predict the reactants needed to synthesize it. The reactants are: [F:1][C:2]1[C:7]([CH:8]([C:13]2[C:21]3[C:16](=[CH:17][C:18]([O:22][CH2:23][CH2:24][O:25][CH3:26])=[CH:19][CH:20]=3)[NH:15][CH:14]=2)[CH2:9][N+:10]([O-])=O)=[CH:6][CH:5]=[CH:4][C:3]=1[NH:27][C:28](=[O:37])[O:29][CH2:30][C:31]1[CH:36]=[CH:35][CH:34]=[CH:33][CH:32]=1.[Cl-].[NH4+]. (3) The reactants are: P(Br)(Br)[Br:2].[CH3:5][C:6]1[N:7]=[C:8]([C:13]2[CH:18]=[CH:17][CH:16]=[CH:15][CH:14]=2)[O:9][C:10]=1[CH2:11]O. Given the product [Br:2][CH2:11][C:10]1[O:9][C:8]([C:13]2[CH:18]=[CH:17][CH:16]=[CH:15][CH:14]=2)=[N:7][C:6]=1[CH3:5], predict the reactants needed to synthesize it.